This data is from Reaction yield outcomes from USPTO patents with 853,638 reactions. The task is: Predict the reaction yield, written as a fraction of the theoretical maximum amount of product (1.0 means a 100% yield; for example, 0.34 means a 34% yield). The yield is 0.630. The product is [CH3:7][O:6][C:4]([C:3]1[CH:8]=[CH:9][CH:10]=[C:11]2[C:2]=1[NH:1][C:15](=[O:16])[C:14]([CH3:19])([CH3:18])[NH:12]2)=[O:5]. The reactants are [NH2:1][C:2]1[C:11]([NH2:12])=[CH:10][CH:9]=[CH:8][C:3]=1[C:4]([O:6][CH3:7])=[O:5].Br[C:14]([CH3:19])([CH3:18])[C:15](O)=[O:16].C(N(CC)CC)C. The catalyst is C(O)CC.